This data is from Catalyst prediction with 721,799 reactions and 888 catalyst types from USPTO. The task is: Predict which catalyst facilitates the given reaction. (1) Reactant: [CH2:1]([C:3]1[CH:23]=[CH:22][CH:21]=[C:20]([CH3:24])[C:4]=1[CH2:5][NH:6][C:7]1[C:8]2[N:9]([N:16]=[C:17]([CH3:19])[N:18]=2)[CH:10]=[C:11]([C:13]([OH:15])=O)[CH:12]=1)[CH3:2].C1N=[CH:28][N:27](C(N2C=NC=C2)=O)[CH:26]=1.CNC. Product: [CH2:1]([C:3]1[CH:23]=[CH:22][CH:21]=[C:20]([CH3:24])[C:4]=1[CH2:5][NH:6][C:7]1[C:8]2[N:9]([N:16]=[C:17]([CH3:19])[N:18]=2)[CH:10]=[C:11]([C:13]([N:27]([CH3:28])[CH3:26])=[O:15])[CH:12]=1)[CH3:2]. The catalyst class is: 118. (2) Reactant: [CH3:1][O:2][C:3](=[O:14])[CH2:4][O:5][C:6]1[CH:11]=[CH:10][C:9]([OH:12])=[CH:8][C:7]=1[CH3:13].[Br:15]Br. Product: [CH3:1][O:2][C:3](=[O:14])[CH2:4][O:5][C:6]1[CH:11]=[C:10]([Br:15])[C:9]([OH:12])=[CH:8][C:7]=1[CH3:13]. The catalyst class is: 4. (3) Reactant: [CH:1]1([NH:4][C:5]2[C:10]([CH:11]=O)=[CH:9][N:8]=[C:7]([S:13][CH3:14])[N:6]=2)[CH2:3][CH2:2]1.[F:15][C:16]1[C:21]([O:22][CH3:23])=[CH:20][C:19]([O:24][CH3:25])=[C:18]([F:26])[C:17]=1[NH2:27].C12(CS(O)(=O)=O)C(C)(C)C(CC1)CC2=O. Product: [CH:1]1([NH:4][C:5]2[C:10]([CH:11]=[N:27][C:17]3[C:18]([F:26])=[C:19]([O:24][CH3:25])[CH:20]=[C:21]([O:22][CH3:23])[C:16]=3[F:15])=[CH:9][N:8]=[C:7]([S:13][CH3:14])[N:6]=2)[CH2:3][CH2:2]1. The catalyst class is: 11. (4) Reactant: [Cl:1][C:2]1[CH:7]=[CH:6][CH:5]=[CH:4][C:3]=1[C:8](=O)[C:9]([C:14]1[CH:19]=[CH:18][C:17]([Cl:20])=[CH:16][CH:15]=1)=[CH:10]N(C)C.[C:22]([CH2:24][C:25]([NH2:27])=[O:26])#[N:23].[H-].[Na+]. Product: [Cl:1][C:2]1[CH:7]=[CH:6][CH:5]=[CH:4][C:3]=1[C:8]1[NH:27][C:25](=[O:26])[C:24]([C:22]#[N:23])=[CH:10][C:9]=1[C:14]1[CH:15]=[CH:16][C:17]([Cl:20])=[CH:18][CH:19]=1. The catalyst class is: 3. (5) Reactant: C(OC([NH:8][C:9]1[CH2:10][C:11]([C:31](=[O:40])[N:32]([CH2:36][CH2:37][CH2:38][F:39])[CH2:33][CH2:34][CH3:35])=[CH:12][C:13]2[CH:19]=[CH:18][C:17]([C:20]3[CH:30]=[CH:29][C:23]([C:24]([O:26][CH2:27][CH3:28])=[O:25])=[CH:22][CH:21]=3)=[CH:16][C:14]=2[N:15]=1)=O)(C)(C)C. Product: [NH2:8][C:9]1[CH2:10][C:11]([C:31](=[O:40])[N:32]([CH2:36][CH2:37][CH2:38][F:39])[CH2:33][CH2:34][CH3:35])=[CH:12][C:13]2[CH:19]=[CH:18][C:17]([C:20]3[CH:30]=[CH:29][C:23]([C:24]([O:26][CH2:27][CH3:28])=[O:25])=[CH:22][CH:21]=3)=[CH:16][C:14]=2[N:15]=1. The catalyst class is: 620. (6) Reactant: Br[C:2]1[CH:3]=[CH:4][C:5]([N+:8]([O-:10])=[O:9])=[N:6][CH:7]=1.[NH:11]1[CH2:16][CH2:15][CH:14]([N:17]2[CH2:22][CH2:21][CH2:20][CH2:19][CH2:18]2)[CH2:13][CH2:12]1.C(N(CC)CC)C. Product: [N+:8]([C:5]1[CH:4]=[CH:3][C:2]([N:11]2[CH2:16][CH2:15][CH:14]([N:17]3[CH2:22][CH2:21][CH2:20][CH2:19][CH2:18]3)[CH2:13][CH2:12]2)=[CH:7][N:6]=1)([O-:10])=[O:9]. The catalyst class is: 16. (7) Reactant: B(Br)(Br)Br.C[O:6][C:7]1[CH:8]=[C:9]([CH:15]=[CH:16][C:17]2[O:21][N:20]=[C:19]([C:22]3[CH:23]=[N:24][CH:25]=[CH:26][CH:27]=3)[N:18]=2)[CH:10]=[CH:11][C:12]=1[O:13]C. Product: [N:24]1[CH:25]=[CH:26][CH:27]=[C:22]([C:19]2[N:18]=[C:17]([CH:16]=[CH:15][C:9]3[CH:8]=[C:7]([OH:6])[C:12]([OH:13])=[CH:11][CH:10]=3)[O:21][N:20]=2)[CH:23]=1. The catalyst class is: 4. (8) Reactant: [Br-].[O:2]([CH2:9][CH2:10][CH2:11][CH2:12][P+](C1C=CC=CC=1)(C1C=CC=CC=1)C1C=CC=CC=1)[C:3]1[CH:8]=[CH:7][CH:6]=[CH:5][CH:4]=1.C([Li])CCC.[CH:37]([C:39]1[CH:51]=[CH:50][C:42]([CH:43]=[CH:44][C:45]([O:47][CH2:48][CH3:49])=[O:46])=[CH:41][CH:40]=1)=O. Product: [O:2]([CH2:9][CH2:10][CH2:11][CH:12]=[CH:37][C:39]1[CH:40]=[CH:41][C:42](/[CH:43]=[CH:44]/[C:45]([O:47][CH2:48][CH3:49])=[O:46])=[CH:50][CH:51]=1)[C:3]1[CH:4]=[CH:5][CH:6]=[CH:7][CH:8]=1. The catalyst class is: 1. (9) Reactant: [CH3:1][C:2]([C:8]1[CH:13]=[CH:12][CH:11]=[CH:10][N:9]=1)([CH3:7])[C:3]([NH:5][NH2:6])=[O:4].[CH:14]1([C:17](Cl)=[O:18])[CH2:16][CH2:15]1.C(N(CC)CC)C. Product: [CH3:7][C:2]([C:8]1[CH:13]=[CH:12][CH:11]=[CH:10][N:9]=1)([CH3:1])[C:3]([N:5]([C:17]([CH:14]1[CH2:16][CH2:15]1)=[O:18])[NH2:6])=[O:4]. The catalyst class is: 4. (10) Reactant: Cl[CH2:2][CH2:3][CH2:4][CH2:5][CH2:6][N:7]1[C:11]2[CH:12]=[CH:13][CH:14]=[CH:15][C:10]=2[N:9]=[N:8]1.[F:16][C:17]([F:31])([F:30])[C:18]1[CH:19]=[C:20]([N:24]2[CH2:29][CH2:28][NH:27][CH2:26][CH2:25]2)[CH:21]=[CH:22][CH:23]=1.C(N(C(C)C)CC)(C)C.[I-].[K+]. Product: [F:31][C:17]([F:16])([F:30])[C:18]1[CH:19]=[C:20]([N:24]2[CH2:29][CH2:28][N:27]([CH2:2][CH2:3][CH2:4][CH2:5][CH2:6][N:7]3[C:11]4[CH:12]=[CH:13][CH:14]=[CH:15][C:10]=4[N:9]=[N:8]3)[CH2:26][CH2:25]2)[CH:21]=[CH:22][CH:23]=1. The catalyst class is: 10.